This data is from Full USPTO retrosynthesis dataset with 1.9M reactions from patents (1976-2016). The task is: Predict the reactants needed to synthesize the given product. (1) The reactants are: C1(C)C=CC=CC=1.N1CCCCC1.[CH2:14]([C:18]1[CH:19]=[C:20]([C:29]2[CH:30]=[C:31]([CH:34]=[CH:35][C:36]=2[O:37][C:38]([F:41])([F:40])[F:39])[CH:32]=O)[C:21]2[O:25][CH2:24][C:23]([CH3:27])([CH3:26])[C:22]=2[CH:28]=1)[CH:15]([CH3:17])[CH3:16].[S:42]1[CH2:46][C:45](=[O:47])[NH:44][C:43]1=[O:48]. Given the product [CH2:14]([C:18]1[CH:19]=[C:20]([C:29]2[CH:30]=[C:31]([CH:34]=[CH:35][C:36]=2[O:37][C:38]([F:41])([F:39])[F:40])[CH:32]=[C:46]2[S:42][C:43](=[O:48])[NH:44][C:45]2=[O:47])[C:21]2[O:25][CH2:24][C:23]([CH3:26])([CH3:27])[C:22]=2[CH:28]=1)[CH:15]([CH3:17])[CH3:16], predict the reactants needed to synthesize it. (2) The reactants are: [Cl:1][C:2]1[CH:7]=[CH:6][CH:5]=[CH:4][C:3]=1[C:8]([C:10]1[CH:15]=[CH:14][C:13]2[C:16]3([CH2:31][O:32][C:12]=2[CH:11]=1)[CH2:21][CH2:20][N:19]([CH2:22][CH2:23][C:24]([O:26]C(C)(C)C)=[O:25])[CH2:18][CH2:17]3)=[O:9].O1CCOC[CH2:34]1. Given the product [ClH:1].[CH3:34][C:2]1[CH:7]=[CH:6][CH:5]=[CH:4][C:3]=1[C:8]([C:10]1[CH:15]=[CH:14][C:13]2[C:16]3([CH2:31][O:32][C:12]=2[CH:11]=1)[CH2:17][CH2:18][N:19]([CH2:22][CH2:23][C:24]([OH:26])=[O:25])[CH2:20][CH2:21]3)=[O:9], predict the reactants needed to synthesize it. (3) Given the product [CH2:9]([O:8][C:5]1[CH:6]=[CH:7][C:2]([B:24]([OH:28])[OH:25])=[C:3]([CH:16]([CH3:18])[CH3:17])[CH:4]=1)[C:10]1[CH:15]=[CH:14][CH:13]=[CH:12][CH:11]=1, predict the reactants needed to synthesize it. The reactants are: Br[C:2]1[CH:7]=[CH:6][C:5]([O:8][CH2:9][C:10]2[CH:15]=[CH:14][CH:13]=[CH:12][CH:11]=2)=[CH:4][C:3]=1[CH:16]([CH3:18])[CH3:17].C([Li])CCC.[B:24](OCC)([O:28]CC)[O:25]CC. (4) Given the product [Cl:1][C:2]1[C:7]([O:8][CH3:9])=[CH:6][C:5]([O:10][CH3:11])=[C:4]([Cl:12])[C:3]=1[C:13]1[C:24](=[O:25])[N:23]([CH2:33][CH2:34][C:35]2[CH:36]=[CH:37][C:38]([NH:41][C:42](=[O:48])[O:43][C:44]([CH3:47])([CH3:46])[CH3:45])=[CH:39][CH:40]=2)[C:16]2[N:17]=[C:18]([S:21][CH3:22])[N:19]=[CH:20][C:15]=2[CH:14]=1, predict the reactants needed to synthesize it. The reactants are: [Cl:1][C:2]1[C:7]([O:8][CH3:9])=[CH:6][C:5]([O:10][CH3:11])=[C:4]([Cl:12])[C:3]=1[C:13]1[C:24](=[O:25])[NH:23][C:16]2[N:17]=[C:18]([S:21][CH3:22])[N:19]=[CH:20][C:15]=2[CH:14]=1.C(=O)([O-])[O-].[K+].[K+].I[CH2:33][CH2:34][C:35]1[CH:40]=[CH:39][C:38]([NH:41][C:42](=[O:48])[O:43][C:44]([CH3:47])([CH3:46])[CH3:45])=[CH:37][CH:36]=1. (5) Given the product [C:15]([NH:18][C:19]1[NH:20][CH:21]=[C:22]([C:27]2[CH:28]=[N:29][C:30]([NH:33][C:13]([NH:12][C:3]3[CH:4]=[C:5]([C:8]([F:11])([F:10])[F:9])[CH:6]=[CH:7][C:2]=3[F:1])=[O:14])=[CH:31][CH:32]=2)[C:23]=1[C:24]([NH2:26])=[O:25])(=[O:17])[CH3:16], predict the reactants needed to synthesize it. The reactants are: [F:1][C:2]1[CH:7]=[CH:6][C:5]([C:8]([F:11])([F:10])[F:9])=[CH:4][C:3]=1[N:12]=[C:13]=[O:14].[C:15]([NH:18][C:19]1[NH:20][CH:21]=[C:22]([C:27]2[CH:28]=[N:29][C:30]([NH2:33])=[CH:31][CH:32]=2)[C:23]=1[C:24]([NH2:26])=[O:25])(=[O:17])[CH3:16].C(N(CC)CC)C.